Dataset: Full USPTO retrosynthesis dataset with 1.9M reactions from patents (1976-2016). Task: Predict the reactants needed to synthesize the given product. (1) Given the product [Cl:23][C:17]1[CH:16]=[C:15]([C:9]([C:8]([F:13])([F:12])[F:7])=[CH2:10])[CH:20]=[C:19]([CH3:21])[C:18]=1[Cl:22], predict the reactants needed to synthesize it. The reactants are: O1CCCC1.[Br-].[F:7][C:8]([F:13])([F:12])[C:9]([Zn+])=[CH2:10].Br[C:15]1[CH:16]=[C:17]([Cl:23])[C:18]([Cl:22])=[C:19]([CH3:21])[CH:20]=1.O1CCCC1.CCCCCC. (2) Given the product [NH:11]1[C:10]2=[CH:9][N:8]=[C:7]([C:14]([O:16][CH3:17])=[O:15])[CH:6]=[C:5]2[CH:4]=[CH:3]1, predict the reactants needed to synthesize it. The reactants are: CN(C)/[CH:3]=[CH:4]/[C:5]1[C:10]([N+:11]([O-])=O)=[CH:9][N:8]=[C:7]([C:14]([O:16][CH3:17])=[O:15])[CH:6]=1. (3) Given the product [CH2:3]([C:5]1[CH:14]=[C:13]([CH3:15])[C:12]2[C:11](=[O:16])[N:10]([CH2:28][C:29]([O:31][CH3:32])=[O:30])[C@@H:9]3[CH2:17][N:18]([C:20]([O:22][C:23]([CH3:25])([CH3:24])[CH3:26])=[O:21])[CH2:19][C@H:8]3[C:7]=2[CH:6]=1)[CH3:4], predict the reactants needed to synthesize it. The reactants are: [H-].[Na+].[CH2:3]([C:5]1[CH:14]=[C:13]([CH3:15])[C:12]2[C:11](=[O:16])[NH:10][C@@H:9]3[CH2:17][N:18]([C:20]([O:22][C:23]([CH3:26])([CH3:25])[CH3:24])=[O:21])[CH2:19][C@H:8]3[C:7]=2[CH:6]=1)[CH3:4].Br[CH2:28][C:29]([O:31][CH3:32])=[O:30].